From a dataset of Forward reaction prediction with 1.9M reactions from USPTO patents (1976-2016). Predict the product of the given reaction. (1) Given the reactants [O:1]=[C:2]1[C:7]2[C:8]([C:11]([O:13]CC)=[O:12])=[CH:9][O:10][C:6]=2[CH2:5][C:4]2([CH2:17][CH2:16]2)[NH:3]1.O=C1C2C(C(OCC)=O)=COC=2CC2(CCOCC2)C1, predict the reaction product. The product is: [O:1]=[C:2]1[C:7]2[C:8]([C:11]([OH:13])=[O:12])=[CH:9][O:10][C:6]=2[CH2:5][C:4]2([CH2:16][CH2:17]2)[NH:3]1. (2) Given the reactants Br[C:2]1[CH:10]=[C:9]2[C:5]([CH:6]=[N:7][N:8]2[S:11]([C:14]2[CH:19]=[CH:18][C:17]([CH3:20])=[CH:16][CH:15]=2)(=[O:13])=[O:12])=[C:4]([C:21]2[O:22][C:23]([CH2:26][N:27]3[CH2:32][C@H:31]([CH3:33])[O:30][C@H:29]([CH3:34])[CH2:28]3)=[N:24][N:25]=2)[CH:3]=1.[CH3:35][O:36][C:37]1[C:42]([NH2:43])=[CH:41][C:40](B2OC(C)(C)C(C)(C)O2)=[CH:39][N:38]=1.O.P([O-])([O-])([O-])=O.[K+].[K+].[K+], predict the reaction product. The product is: [CH3:34][C@H:29]1[O:30][C@@H:31]([CH3:33])[CH2:32][N:27]([CH2:26][C:23]2[O:22][C:21]([C:4]3[CH:3]=[C:2]([C:40]4[CH:41]=[C:42]([NH2:43])[C:37]([O:36][CH3:35])=[N:38][CH:39]=4)[CH:10]=[C:9]4[C:5]=3[CH:6]=[N:7][N:8]4[S:11]([C:14]3[CH:19]=[CH:18][C:17]([CH3:20])=[CH:16][CH:15]=3)(=[O:13])=[O:12])=[N:25][N:24]=2)[CH2:28]1. (3) Given the reactants ClC(Cl)(Cl)CO[C:5](=[O:24])[NH:6][C:7]1[N:8]([C:16]2[CH:21]=[CH:20][C:19]([CH2:22][OH:23])=[CH:18][CH:17]=2)[N:9]=[C:10]([C:12]([CH3:15])([CH3:14])[CH3:13])[CH:11]=1.[CH3:27][N:28]1[CH2:32][CH2:31][CH2:30][C@H:29]1[C:33]1[N:37]2[CH:38]=[C:39]([O:42][C@@H:43]3[C:51]4[C:46](=[CH:47][CH:48]=[CH:49][CH:50]=4)[C@@H:45]([NH2:52])[CH2:44]3)[CH:40]=[CH:41][C:36]2=[N:35][N:34]=1.CCN(C(C)C)C(C)C, predict the reaction product. The product is: [C:12]([C:10]1[CH:11]=[C:7]([NH:6][C:5]([NH:52][C@@H:45]2[C:46]3[C:51](=[CH:50][CH:49]=[CH:48][CH:47]=3)[C@@H:43]([O:42][C:39]3[CH:40]=[CH:41][C:36]4[N:37]([C:33]([C@@H:29]5[CH2:30][CH2:31][CH2:32][N:28]5[CH3:27])=[N:34][N:35]=4)[CH:38]=3)[CH2:44]2)=[O:24])[N:8]([C:16]2[CH:21]=[CH:20][C:19]([CH2:22][OH:23])=[CH:18][CH:17]=2)[N:9]=1)([CH3:14])([CH3:15])[CH3:13]. (4) The product is: [F:1][C:2]1[CH:3]=[C:4]([O:8][CH2:9][C:10]([NH2:11])=[O:13])[CH:5]=[N:6][CH:7]=1. Given the reactants [F:1][C:2]1[CH:3]=[C:4]([O:8][CH2:9][C:10]#[N:11])[CH:5]=[N:6][CH:7]=1.C([O-])([O-])=[O:13].[K+].[K+].CS(C)=O.OO, predict the reaction product. (5) Given the reactants [CH2:1]([N:5]1[C:9](=[O:10])[C:8](Cl)=[C:7]([C:12]2[CH:17]=[CH:16][CH:15]=[CH:14][CH:13]=2)[S:6]1(=[O:19])=[O:18])[CH2:2][CH2:3][CH3:4].[NH2:20][C:21]1[NH:25][C:24]2[CH:26]=[CH:27][CH:28]=[CH:29][C:23]=2[N:22]=1, predict the reaction product. The product is: [NH:22]1[C:23]2[CH:29]=[CH:28][CH:27]=[CH:26][C:24]=2[N:25]=[C:21]1[NH:20][C:8]1[C:9](=[O:10])[N:5]([CH2:1][CH2:2][CH2:3][CH3:4])[S:6](=[O:19])(=[O:18])[C:7]=1[C:12]1[CH:17]=[CH:16][CH:15]=[CH:14][CH:13]=1. (6) The product is: [NH2:18][CH2:19][C:20]1[CH:25]=[CH:24][C:23]([C:2]2[N:6]3[N:7]=[C:8]([N:11]([CH2:13][CH2:14][CH2:15][CH3:16])[CH3:12])[CH:9]=[CH:10][C:5]3=[N:4][CH:3]=2)=[CH:22][CH:21]=1. Given the reactants Br[C:2]1[N:6]2[N:7]=[C:8]([N:11]([CH2:13][CH2:14][CH2:15][CH3:16])[CH3:12])[CH:9]=[CH:10][C:5]2=[N:4][CH:3]=1.Cl.[NH2:18][CH2:19][C:20]1[CH:25]=[CH:24][C:23](B(O)O)=[CH:22][CH:21]=1.O.[O-]P([O-])([O-])=O.[K+].[K+].[K+].ClCCl.N#N, predict the reaction product. (7) Given the reactants [Br:1][C:2]1[CH:7]=[CH:6][C:5]([NH:8][C:9]([C:11]2[N:12](COCC[Si](C)(C)C)[CH:13]=[C:14]([C:16]#[N:17])[N:15]=2)=[O:10])=[C:4]([C:26]2[CH2:31][CH2:30][C:29]([CH3:33])([CH3:32])[CH2:28][CH:27]=2)[CH:3]=1.CCO.C(O)(C(F)(F)F)=O.C(O)CC, predict the reaction product. The product is: [Br:1][C:2]1[CH:7]=[CH:6][C:5]([NH:8][C:9]([C:11]2[NH:12][CH:13]=[C:14]([C:16]#[N:17])[N:15]=2)=[O:10])=[C:4]([C:26]2[CH2:31][CH2:30][C:29]([CH3:33])([CH3:32])[CH2:28][CH:27]=2)[CH:3]=1.